From a dataset of Catalyst prediction with 721,799 reactions and 888 catalyst types from USPTO. Predict which catalyst facilitates the given reaction. (1) Reactant: [ClH:1].Cl.[CH3:3][C:4]([CH3:16])([CH2:9][N:10]1[CH2:15][CH2:14][NH:13][CH2:12][CH2:11]1)[C:5]([O:7][CH3:8])=[O:6].C(=O)(O)[O-].[Na+]. Product: [ClH:1].[CH3:3][C:4]([CH3:16])([CH2:9][N:10]1[CH2:15][CH2:14][NH:13][CH2:12][CH2:11]1)[C:5]([O:7][CH3:8])=[O:6]. The catalyst class is: 6. (2) Reactant: [C:1]([O:4][C@H:5]1[CH2:10][CH2:9][C@@:8]([C@H:12]2[CH2:20][CH2:19][C@@:18]3([CH3:21])[C@@H:14]([CH2:15][CH2:16][C@:17]3([C:23]3[O:24][CH:25]=[CH:26][CH:27]=3)[OH:22])[C@@H:13]2[CH2:28][OH:29])([CH3:11])[C@@H:7]([CH2:30][OH:31])[CH2:6]1)(=[O:3])[CH3:2].[CH3:32][C:33](OC(C)=O)=[O:34]. Product: [C:33]([O:31][CH2:30][C@H:7]1[CH2:6][C@@H:5]([O:4][C:1](=[O:3])[CH3:2])[CH2:10][CH2:9][C@@:8]1([C@H:12]1[CH2:20][CH2:19][C@@:18]2([CH3:21])[C@@H:14]([CH2:15][CH2:16][C@:17]2([C:23]2[O:24][CH:25]=[CH:26][CH:27]=2)[OH:22])[C@@H:13]1[CH2:28][OH:29])[CH3:11])(=[O:34])[CH3:32]. The catalyst class is: 377. (3) Reactant: Br[C:2]1[N:3]=[C:4]([C:11]([O:13][CH2:14][CH3:15])=[O:12])[N:5]2[CH:10]=[CH:9][CH:8]=[CH:7][C:6]=12.[F:16][C:17]1[CH:22]=[CH:21][C:20](B(O)O)=[CH:19][CH:18]=1.[O-]P([O-])([O-])=O.[K+].[K+].[K+]. Product: [F:16][C:17]1[CH:22]=[CH:21][C:20]([C:2]2[N:3]=[C:4]([C:11]([O:13][CH2:14][CH3:15])=[O:12])[N:5]3[CH:10]=[CH:9][CH:8]=[CH:7][C:6]=23)=[CH:19][CH:18]=1. The catalyst class is: 117. (4) Reactant: [C:1]([N:5]([C:26](=[O:35])[C:27]1[CH:32]=[C:31]([CH3:33])[CH:30]=[C:29]([CH3:34])[CH:28]=1)[NH:6][C:7](=[O:25])[C:8]1[CH:13]=[CH:12][C:11]([CH:14]=O)=[C:10]([B:16]2OC(C)(C)C(C)(C)[O:17]2)[CH:9]=1)([CH3:4])([CH3:3])[CH3:2].[CH3:36][NH:37][NH2:38].C(Cl)Cl. Product: [C:1]([N:5]([C:26](=[O:35])[C:27]1[CH:32]=[C:31]([CH3:33])[CH:30]=[C:29]([CH3:34])[CH:28]=1)[NH:6][C:7]([C:8]1[CH:13]=[CH:12][C:11]2[CH:14]=[N:38][N:37]([CH3:36])[B:16]([OH:17])[C:10]=2[CH:9]=1)=[O:25])([CH3:4])([CH3:3])[CH3:2]. The catalyst class is: 14. (5) Reactant: [NH2:1][C:2]1[CH:3]=[C:4]2[C:8](=[CH:9][CH:10]=1)[NH:7][CH:6]=[CH:5]2.CCN=C=NCCCN(C)C.C1C=C2N=NN(O)C2=CC=1.O.[C:33]([O:37][C:38]([N:40]1[CH2:45][CH2:44][CH:43]([C:46](O)=[O:47])[CH2:42][CH2:41]1)=[O:39])([CH3:36])([CH3:35])[CH3:34]. Product: [C:33]([O:37][C:38]([N:40]1[CH2:45][CH2:44][CH:43]([C:46]([NH:1][C:2]2[CH:3]=[C:4]3[C:8](=[CH:9][CH:10]=2)[NH:7][CH:6]=[CH:5]3)=[O:47])[CH2:42][CH2:41]1)=[O:39])([CH3:36])([CH3:35])[CH3:34]. The catalyst class is: 18.